Dataset: Forward reaction prediction with 1.9M reactions from USPTO patents (1976-2016). Task: Predict the product of the given reaction. (1) Given the reactants [NH2:1][C:2]1[C:11]([N+:12]([O-:14])=[O:13])=[CH:10][CH:9]=[C:8](F)[C:3]=1[C:4]([O:6][CH3:7])=[O:5].[CH3:16][NH:17][CH3:18], predict the reaction product. The product is: [NH2:1][C:2]1[C:11]([N+:12]([O-:14])=[O:13])=[CH:10][CH:9]=[C:8]([N:17]([CH3:18])[CH3:16])[C:3]=1[C:4]([O:6][CH3:7])=[O:5]. (2) Given the reactants C1(CC(Cl)=O)C=CC=CC=1.[S-]C#N.[K+].C(=O)([O-])O.[Na+].[NH2:20][C:21]1[CH:45]=[CH:44][C:24]([O:25][C:26]2[CH:31]=[CH:30][N:29]=[C:28]([NH:32][C:33](=[O:43])[N:34]([CH3:42])[CH:35]3[CH2:40][CH2:39][N:38]([CH3:41])[CH2:37][CH2:36]3)[CH:27]=2)=[C:23]([F:46])[CH:22]=1.CC1(C)C2(CS(O)(=O)=O)C(CC1CC2)=O.[C:62]1([CH2:68][C:69]([N:71]=[C:72]=[S:73])=[O:70])[CH:67]=[CH:66][CH:65]=[CH:64][CH:63]=1, predict the reaction product. The product is: [F:46][C:23]1[CH:22]=[C:21]([NH:20][C:72]([NH:71][C:69](=[O:70])[CH2:68][C:62]2[CH:63]=[CH:64][CH:65]=[CH:66][CH:67]=2)=[S:73])[CH:45]=[CH:44][C:24]=1[O:25][C:26]1[CH:31]=[CH:30][N:29]=[C:28]([NH:32][C:33](=[O:43])[N:34]([CH3:42])[CH:35]2[CH2:36][CH2:37][N:38]([CH3:41])[CH2:39][CH2:40]2)[CH:27]=1. (3) Given the reactants C([NH:5][S:6]([C:9]1[CH:14]=[CH:13][CH:12]=[C:11]([C:15]2[N:16]=[CH:17][N:18]([C:20]3[N:25]=[C:24]([CH3:26])[CH:23]=[C:22]([C:27]4[CH:32]=[CH:31][C:30]([C:33]([F:36])([F:35])[F:34])=[CH:29][CH:28]=4)[N:21]=3)[CH:19]=2)[CH:10]=1)(=[O:8])=[O:7])(C)(C)C.C(O)(C(F)(F)F)=O, predict the reaction product. The product is: [CH3:26][C:24]1[CH:23]=[C:22]([C:27]2[CH:32]=[CH:31][C:30]([C:33]([F:36])([F:34])[F:35])=[CH:29][CH:28]=2)[N:21]=[C:20]([N:18]2[CH:19]=[C:15]([C:11]3[CH:10]=[C:9]([S:6]([NH2:5])(=[O:8])=[O:7])[CH:14]=[CH:13][CH:12]=3)[N:16]=[CH:17]2)[N:25]=1. (4) Given the reactants [Si:1]([O:18][CH2:19][C:20]1[C:21]([N:36]2[CH2:41][C@H:40]([CH3:42])[O:39][C@H:38]([CH3:43])[CH2:37]2)=[C:22]([F:35])[C:23]([F:34])=[C:24]([CH:26]([C:28]2[N:32]([CH3:33])[CH:31]=[N:30][CH:29]=2)[OH:27])[CH:25]=1)([C:14]([CH3:17])([CH3:16])[CH3:15])([C:8]1[CH:13]=[CH:12][CH:11]=[CH:10][CH:9]=1)[C:2]1[CH:7]=[CH:6][CH:5]=[CH:4][CH:3]=1, predict the reaction product. The product is: [Si:1]([O:18][CH2:19][C:20]1[C:21]([N:36]2[CH2:37][C@H:38]([CH3:43])[O:39][C@H:40]([CH3:42])[CH2:41]2)=[C:22]([F:35])[C:23]([F:34])=[C:24]([C:26]([C:28]2[N:32]([CH3:33])[CH:31]=[N:30][CH:29]=2)=[O:27])[CH:25]=1)([C:14]([CH3:15])([CH3:16])[CH3:17])([C:2]1[CH:7]=[CH:6][CH:5]=[CH:4][CH:3]=1)[C:8]1[CH:9]=[CH:10][CH:11]=[CH:12][CH:13]=1.